Dataset: Full USPTO retrosynthesis dataset with 1.9M reactions from patents (1976-2016). Task: Predict the reactants needed to synthesize the given product. Given the product [CH3:13][C:14]1[N:47]=[C:17]2[N:18]([CH:41]3[CH2:45][CH:44]([CH3:46])[O:43][CH2:42]3)[C:19](=[O:40])[C:20]([CH2:25][C:26]3[CH:27]=[CH:28][C:29]([C:32]4[CH:37]=[CH:36][CH:35]=[CH:34][C:33]=4[C:38]4[NH:3][C:4](=[O:7])[O:5][N:39]=4)=[CH:30][CH:31]=3)=[C:21]([CH2:22][CH2:23][CH3:24])[N:16]2[N:15]=1, predict the reactants needed to synthesize it. The reactants are: [Cl-].O[NH3+:3].[C:4](=[O:7])([O-])[OH:5].[Na+].CS(C)=O.[CH3:13][C:14]1[N:47]=[C:17]2[N:18]([CH:41]3[CH2:45][CH:44]([CH3:46])[O:43][CH2:42]3)[C:19](=[O:40])[C:20]([CH2:25][C:26]3[CH:31]=[CH:30][C:29]([C:32]4[C:33]([C:38]#[N:39])=[CH:34][CH:35]=[CH:36][CH:37]=4)=[CH:28][CH:27]=3)=[C:21]([CH2:22][CH2:23][CH3:24])[N:16]2[N:15]=1.